This data is from Forward reaction prediction with 1.9M reactions from USPTO patents (1976-2016). The task is: Predict the product of the given reaction. (1) Given the reactants [CH2:1]([N:8]1[C@@H:13]2[C@H:14]([C:16]([O:18]C(C)(C)C)=[O:17])[CH2:15][C@@:9]1([C:40]1[CH:45]=[CH:44][CH:43]=[CH:42][CH:41]=1)[C@H:10]([O:23][C@H:24]([C:26]1[CH:31]=[C:30]([C:32]([F:35])([F:34])[F:33])[CH:29]=[C:28]([C:36]([F:39])([F:38])[F:37])[CH:27]=1)[CH3:25])[CH2:11][CH2:12]2)[C:2]1[CH:7]=[CH:6][CH:5]=[CH:4][CH:3]=1.FC(F)(F)C(O)=O, predict the reaction product. The product is: [CH2:1]([N:8]1[C@@H:13]2[C@H:14]([C:16]([OH:18])=[O:17])[CH2:15][C@@:9]1([C:40]1[CH:45]=[CH:44][CH:43]=[CH:42][CH:41]=1)[C@H:10]([O:23][C@H:24]([C:26]1[CH:27]=[C:28]([C:36]([F:38])([F:39])[F:37])[CH:29]=[C:30]([C:32]([F:33])([F:34])[F:35])[CH:31]=1)[CH3:25])[CH2:11][CH2:12]2)[C:2]1[CH:7]=[CH:6][CH:5]=[CH:4][CH:3]=1. (2) Given the reactants Br[C:2]1[CH:3]=[C:4]2[C:9](=[CH:10][CH:11]=1)[C:8](=[O:12])[NH:7][C:6](=[O:13])[C:5]2=[CH:14][NH:15][C:16]1[CH:21]=[CH:20][C:19]([CH2:22][N:23]2[CH2:27][CH2:26][CH2:25][CH:24]2[CH2:28][OH:29])=[CH:18][CH:17]=1.[O:30]1[CH:34]=[CH:33][CH:32]=[C:31]1[Sn](CCCC)(CCCC)CCCC, predict the reaction product. The product is: [O:30]1[CH:34]=[CH:33][CH:32]=[C:31]1[C:2]1[CH:3]=[C:4]2[C:9](=[CH:10][CH:11]=1)[C:8](=[O:12])[NH:7][C:6](=[O:13])[C:5]2=[CH:14][NH:15][C:16]1[CH:21]=[CH:20][C:19]([CH2:22][N:23]2[CH2:27][CH2:26][CH2:25][CH:24]2[CH2:28][OH:29])=[CH:18][CH:17]=1. (3) Given the reactants [NH:1]1[C:9]2[C:4](=[C:5]([NH:10][C:11]3[C:20]([C:21]4[CH:26]=[C:25](S(C)=O)[N:24]=[C:23]([CH3:30])[N:22]=4)=[N:19][C:18]4[C:13](=[CH:14][CH:15]=[CH:16][CH:17]=4)[N:12]=3)[CH:6]=[CH:7][CH:8]=2)[CH:3]=[N:2]1.[NH3:31], predict the reaction product. The product is: [NH2:31][C:25]1[N:24]=[C:23]([CH3:30])[N:22]=[C:21]([C:20]2[C:11]([NH:10][C:5]3[CH:6]=[CH:7][CH:8]=[C:9]4[C:4]=3[CH:3]=[N:2][NH:1]4)=[N:12][C:13]3[C:18]([N:19]=2)=[CH:17][CH:16]=[CH:15][CH:14]=3)[CH:26]=1. (4) Given the reactants [C:1]([O:5][C:6]([N:8]1[CH2:13][CH2:12][CH2:11][C@H:10]([C:14](=[NH:17])[NH:15][OH:16])[CH2:9]1)=[O:7])([CH3:4])([CH3:3])[CH3:2].[F:18][C:19]1[CH:24]=[CH:23][C:22]([CH2:25][C:26](O)=O)=[CH:21][CH:20]=1.C1C=CC2N(O)N=NC=2C=1.CCN=C=NCCCN(C)C.Cl.C(N(CC)CC)C, predict the reaction product. The product is: [C:1]([O:5][C:6]([N:8]1[CH2:13][CH2:12][CH2:11][C@H:10]([C:14]2[N:17]=[C:26]([CH2:25][C:22]3[CH:23]=[CH:24][C:19]([F:18])=[CH:20][CH:21]=3)[O:16][N:15]=2)[CH2:9]1)=[O:7])([CH3:4])([CH3:2])[CH3:3]. (5) Given the reactants [C:1]1([C@@H:7]2[N:21]3[C:22]4[C:14]([C:15]5[C:20]3=[CH:19][CH:18]=[CH:17][C:16]=5[OH:23])=[CH:13][CH:12]=[CH:11][C:10]=4[O:9][CH2:8]2)[CH:6]=[CH:5][CH:4]=[CH:3][CH:2]=1.Br[CH2:25][C:26]#[N:27].C(=O)([O-])[O-].[K+].[K+], predict the reaction product. The product is: [C:1]1([C@@H:7]2[N:21]3[C:22]4[C:14]([C:15]5[C:16]([O:23][CH2:25][C:26]#[N:27])=[CH:17][CH:18]=[CH:19][C:20]=53)=[CH:13][CH:12]=[CH:11][C:10]=4[O:9][CH2:8]2)[CH:2]=[CH:3][CH:4]=[CH:5][CH:6]=1. (6) Given the reactants [CH3:1][C:2]1[CH:7]=[C:6]([N:8]2[CH2:13][CH2:12][CH:11]([CH2:14][C:15]([O:17]CC)=[O:16])[CH2:10][CH2:9]2)[CH:5]=[CH:4][N:3]=1.[OH-].[Na+].O.Cl, predict the reaction product. The product is: [CH3:1][C:2]1[CH:7]=[C:6]([N:8]2[CH2:9][CH2:10][CH:11]([CH2:14][C:15]([OH:17])=[O:16])[CH2:12][CH2:13]2)[CH:5]=[CH:4][N:3]=1. (7) Given the reactants Br[C:2]1[CH:3]=[C:4]([CH:32]=[CH:33][CH:34]=1)[CH2:5][O:6][C@H:7]1[CH2:11][CH2:10][N:9]([C:12]([CH3:31])([CH3:30])[CH2:13][CH2:14][C:15]([C:24]2[CH:29]=[CH:28][CH:27]=[CH:26][CH:25]=2)([C:18]2[CH:23]=[CH:22][CH:21]=[CH:20][CH:19]=2)[C:16]#[N:17])[CH2:8]1.[OH:35][C:36]1[CH:41]=[CH:40][C:39](B(O)O)=[CH:38][CH:37]=1, predict the reaction product. The product is: [NH3:9].[OH:35][C:36]1[CH:41]=[CH:40][C:39]([C:2]2[CH:34]=[CH:33][CH:32]=[C:4]([CH2:5][O:6][C@H:7]3[CH2:11][CH2:10][N:9]([C:12]([CH3:30])([CH3:31])[CH2:13][CH2:14][C:15]([C:18]4[CH:23]=[CH:22][CH:21]=[CH:20][CH:19]=4)([C:24]4[CH:29]=[CH:28][CH:27]=[CH:26][CH:25]=4)[C:16]#[N:17])[CH2:8]3)[CH:3]=2)=[CH:38][CH:37]=1.